This data is from Catalyst prediction with 721,799 reactions and 888 catalyst types from USPTO. The task is: Predict which catalyst facilitates the given reaction. (1) Reactant: [Br:1][C:2]1[C:3]2[CH:12]=[CH:11][CH:10]=[CH:9][C:4]=2[O:5][C:6]=1C=O.C1(C)C=CC(S(O)(=O)=O)=CC=1.[CH:24]([O:31][CH2:32][CH3:33])([O:28][CH2:29][CH3:30])OCC. Product: [Br:1][C:2]1[C:3]2[CH:12]=[CH:11][CH:10]=[CH:9][C:4]=2[O:5][C:6]=1[CH:24]([O:28][CH2:29][CH3:30])[O:31][CH2:32][CH3:33]. The catalyst class is: 813. (2) Reactant: [N:1]1[CH:6]=[CH:5][C:4]([NH2:7])=[C:3]([NH2:8])[CH:2]=1.C(=O)([O-])[O-].[K+].[K+].[C:15](O[C:15]([O:17][C:18]([CH3:21])([CH3:20])[CH3:19])=[O:16])([O:17][C:18]([CH3:21])([CH3:20])[CH3:19])=[O:16].[Cl-].[Na+]. Product: [C:18]([O:17][C:15]([NH:7][C:4]1[CH:5]=[CH:6][N:1]=[CH:2][C:3]=1[NH2:8])=[O:16])([CH3:21])([CH3:20])[CH3:19]. The catalyst class is: 253. (3) Reactant: C[O:2][C:3]1[CH:11]=[C:10]2[C:6]([CH2:7][CH:8]([C:18]3[CH:23]=[CH:22][CH:21]=[CH:20][CH:19]=3)[CH:9]2[CH2:12][C:13]2[N:14]=[CH:15][NH:16][CH:17]=2)=[CH:5][CH:4]=1.Br. Product: [NH:16]1[CH:17]=[C:13]([CH2:12][CH:9]2[C:10]3[C:6](=[CH:5][CH:4]=[C:3]([OH:2])[CH:11]=3)[CH2:7][CH:8]2[C:18]2[CH:23]=[CH:22][CH:21]=[CH:20][CH:19]=2)[N:14]=[CH:15]1. The catalyst class is: 6. (4) Reactant: [F:1][C:2]1[CH:3]=[C:4]([CH:17]=[CH:18][CH:19]=1)[CH2:5][O:6][C:7]1[CH:16]=[CH:15][C:10]([C:11]([O:13]C)=[O:12])=[CH:9][CH:8]=1.CO.[OH-].[Na+]. Product: [F:1][C:2]1[CH:3]=[C:4]([CH:17]=[CH:18][CH:19]=1)[CH2:5][O:6][C:7]1[CH:16]=[CH:15][C:10]([C:11]([OH:13])=[O:12])=[CH:9][CH:8]=1. The catalyst class is: 1. (5) Reactant: [OH:1][C:2]1[CH:11]=[C:10]2[C:5]([CH2:6][CH2:7][CH2:8][O:9]2)=[CH:4][C:3]=1[C:12](=[O:14])[CH3:13].[H-].[Na+].I[CH2:18][CH2:19][CH3:20].O. Product: [CH2:18]([O:1][C:2]1[CH:11]=[C:10]2[C:5]([CH2:6][CH2:7][CH2:8][O:9]2)=[CH:4][C:3]=1[C:12](=[O:14])[CH3:13])[CH2:19][CH3:20]. The catalyst class is: 3. (6) Reactant: [OH-].[Na+].F[C:4]1[CH:11]=[CH:10][C:7]([CH:8]=[O:9])=[CH:6][C:5]=1[O:12][CH3:13].[CH3:14][C:15]1[NH:19][N:18]=[N:17][N:16]=1. Product: [CH3:13][O:12][C:5]1[CH:6]=[C:7]([CH:10]=[CH:11][C:4]=1[N:17]1[N:18]=[N:19][C:15]([CH3:14])=[N:16]1)[CH:8]=[O:9]. The catalyst class is: 3.